Task: Predict which catalyst facilitates the given reaction.. Dataset: Catalyst prediction with 721,799 reactions and 888 catalyst types from USPTO (1) Reactant: [CH:1]1([C:4]([C:6]2[S:7][CH:8]=[CH:9][CH:10]=2)=O)[CH2:3][CH2:2]1.[BH3-]C#[N:13].[Na+]. Product: [CH:1]1([CH:4]([C:6]2[S:7][CH:8]=[CH:9][CH:10]=2)[NH2:13])[CH2:3][CH2:2]1. The catalyst class is: 5. (2) Reactant: CN(OC)[C:3]([C:5]1[N:6]=[CH:7][N:8]2[C:13]3[CH:14]=[CH:15][CH:16]=[C:17]([CH2:18][CH2:19][N:20]4[CH2:25][CH2:24][N:23]([C:26]5[CH:35]=[CH:34][CH:33]=[C:32]6[C:27]=5[CH:28]=[CH:29][C:30]([CH3:36])=[N:31]6)[CH2:22][CH2:21]4)[C:12]=3[O:11][CH2:10][C:9]=12)=[O:4].[CH:39]1([Mg]Br)[CH2:41][CH2:40]1.[ClH:44].C([O-])(O)=O.[Na+]. Product: [ClH:44].[ClH:44].[CH:39]1([C:3]([C:5]2[N:6]=[CH:7][N:8]3[C:13]4[CH:14]=[CH:15][CH:16]=[C:17]([CH2:18][CH2:19][N:20]5[CH2:21][CH2:22][N:23]([C:26]6[CH:35]=[CH:34][CH:33]=[C:32]7[C:27]=6[CH:28]=[CH:29][C:30]([CH3:36])=[N:31]7)[CH2:24][CH2:25]5)[C:12]=4[O:11][CH2:10][C:9]=23)=[O:4])[CH2:41][CH2:40]1. The catalyst class is: 1. (3) Reactant: C(N(CC)CC)C.FC(F)(F)S(OS(C(F)(F)F)(=O)=O)(=O)=O.[F:23][CH:24]([F:27])[CH2:25]O.[N:28]1([C:34]([O:36][C:37]([CH3:40])([CH3:39])[CH3:38])=[O:35])[CH2:33][CH2:32][NH:31][CH2:30][CH2:29]1. Product: [F:23][CH:24]([F:27])[CH2:25][N:31]1[CH2:30][CH2:29][N:28]([C:34]([O:36][C:37]([CH3:40])([CH3:39])[CH3:38])=[O:35])[CH2:33][CH2:32]1. The catalyst class is: 34. (4) Reactant: [Cl:1][C:2]1[CH:7]=[CH:6][C:5]([C:8]2[N:12]([C:13]3[CH:18]=[CH:17][C:16]([Cl:19])=[CH:15][C:14]=3[Cl:20])[N:11]=[C:10]([C:21]([NH2:23])=[O:22])[C:9]=2[CH3:24])=[CH:4][CH:3]=1.C[Si]([N-][Si](C)(C)C)(C)C.[Na+].[CH2:35]([N:41]=[C:42]=[O:43])[CH2:36][CH2:37][CH2:38][CH2:39][CH3:40].C([O-])(O)=O.[Na+]. Product: [Cl:1][C:2]1[CH:3]=[CH:4][C:5]([C:8]2[N:12]([C:13]3[CH:18]=[CH:17][C:16]([Cl:19])=[CH:15][C:14]=3[Cl:20])[N:11]=[C:10]([C:21]([NH:23][C:42](=[O:43])[NH:41][CH2:35][CH2:36][CH2:37][CH2:38][CH2:39][CH3:40])=[O:22])[C:9]=2[CH3:24])=[CH:6][CH:7]=1. The catalyst class is: 1.